This data is from Catalyst prediction with 721,799 reactions and 888 catalyst types from USPTO. The task is: Predict which catalyst facilitates the given reaction. Reactant: [CH3:1][C:2]1[N:6]([C:7]2[CH:12]=[CH:11][CH:10]=[CH:9][CH:8]=2)[N:5]=[CH:4][C:3]=1[C:13]([OH:15])=O.Cl.[NH2:17][CH2:18][C:19]1[C:20](=[O:27])[NH:21][C:22]([CH3:26])=[CH:23][C:24]=1[CH3:25].C1C=NC2N(O)N=NC=2C=1.C(Cl)CCl.CN1CCOCC1. Product: [CH3:25][C:24]1[CH:23]=[C:22]([CH3:26])[NH:21][C:20](=[O:27])[C:19]=1[CH2:18][NH:17][C:13]([C:3]1[CH:4]=[N:5][N:6]([C:7]2[CH:8]=[CH:9][CH:10]=[CH:11][CH:12]=2)[C:2]=1[CH3:1])=[O:15]. The catalyst class is: 374.